Dataset: Full USPTO retrosynthesis dataset with 1.9M reactions from patents (1976-2016). Task: Predict the reactants needed to synthesize the given product. (1) Given the product [CH2:9]([O:8][C:4]1[C:3]2[S:16][C@@H:17]([C:23]3[CH:28]=[CH:27][C:26]([O:29][CH3:30])=[CH:25][CH:24]=3)[C@@H:18]([OH:22])[C:19](=[O:20])[NH:1][C:2]=2[CH:7]=[CH:6][CH:5]=1)[C:10]1[CH:15]=[CH:14][CH:13]=[CH:12][CH:11]=1, predict the reactants needed to synthesize it. The reactants are: [NH2:1][C:2]1[CH:7]=[CH:6][CH:5]=[C:4]([O:8][CH2:9][C:10]2[CH:15]=[CH:14][CH:13]=[CH:12][CH:11]=2)[C:3]=1[S:16][C@@H:17]([C:23]1[CH:28]=[CH:27][C:26]([O:29][CH3:30])=[CH:25][CH:24]=1)[C@@H:18]([OH:22])[C:19](O)=[O:20].Cl.CN(C)CCCN=C=NCC.ON1C2C=CC=CC=2N=N1.C(OCC)(=O)C.CO. (2) Given the product [CH2:14]([O:16][C:17]([C:19]1([NH:29][C:11]([C:1]2[C:10]3[CH2:9][CH2:8][CH2:7][CH2:6][C:5]=3[CH:4]=[CH:3][CH:2]=2)=[O:13])[CH2:27][C:26]2[C:21](=[CH:22][CH:23]=[C:24]([F:28])[CH:25]=2)[CH2:20]1)=[O:18])[CH3:15], predict the reactants needed to synthesize it. The reactants are: [C:1]1([C:11]([OH:13])=O)[C:10]2[CH2:9][CH2:8][CH2:7][CH2:6][C:5]=2[CH:4]=[CH:3][CH:2]=1.[CH2:14]([O:16][C:17]([C:19]1([NH2:29])[CH2:27][C:26]2[C:21](=[CH:22][CH:23]=[C:24]([F:28])[CH:25]=2)[CH2:20]1)=[O:18])[CH3:15].CN(C(ON1N=NC2C=CC=NC1=2)=[N+](C)C)C.F[P-](F)(F)(F)(F)F.CCN(C(C)C)C(C)C. (3) Given the product [CH:1]1([NH:4][C:5](=[O:24])[C:6]([C:17]2[CH:22]=[CH:21][C:20]([CH3:23])=[CH:19][CH:18]=2)=[CH:7][C:8]2[CH:16]=[CH:15][C:11]([C:12]([NH:32][OH:41])=[O:13])=[CH:10][CH:9]=2)[CH2:3][CH2:2]1, predict the reactants needed to synthesize it. The reactants are: [CH:1]1([NH:4][C:5](=[O:24])[C:6]([C:17]2[CH:22]=[CH:21][C:20]([CH3:23])=[CH:19][CH:18]=2)=[CH:7][C:8]2[CH:16]=[CH:15][C:11]([C:12](O)=[O:13])=[CH:10][CH:9]=2)[CH2:3][CH2:2]1.F[P-](F)(F)(F)(F)F.[N:32]1([O:41][P+](N(C)C)(N(C)C)N(C)C)C2C=CC=CC=2N=N1.C1C=CC2N(O)N=NC=2C=1.Cl.NO.CCN(C(C)C)C(C)C. (4) Given the product [CH3:31][C:12]1[CH:11]=[C:10]([N:9]2[CH2:4][CH2:5][NH:6][C:7]2=[O:8])[CH:15]=[CH:14][C:13]=1[O:16][C:17]1[C:22]([C:23]2[CH:28]=[CH:27][N:26]=[C:25]([NH:29][CH3:30])[N:24]=2)=[CH:21][CH:20]=[CH:19][N:18]=1, predict the reactants needed to synthesize it. The reactants are: [H-].[Na+].Cl[CH2:4][CH2:5][NH:6][C:7]([NH:9][C:10]1[CH:15]=[CH:14][C:13]([O:16][C:17]2[C:22]([C:23]3[CH:28]=[CH:27][N:26]=[C:25]([NH:29][CH3:30])[N:24]=3)=[CH:21][CH:20]=[CH:19][N:18]=2)=[C:12]([CH3:31])[CH:11]=1)=[O:8]. (5) Given the product [C:1]([O:5][C:6](=[O:22])[CH2:7][O:8][C:9]1[C:18]2[CH2:17][CH2:16][CH2:15][CH:14]([NH:19][S:35]([C:27]3[CH:28]=[C:29]([C:31]([F:32])([F:33])[F:34])[CH:30]=[C:25]([C:24]([F:23])([F:39])[F:40])[CH:26]=3)(=[O:37])=[O:36])[C:13]=2[CH:12]=[C:11]([Cl:20])[C:10]=1[F:21])([CH3:4])([CH3:2])[CH3:3], predict the reactants needed to synthesize it. The reactants are: [C:1]([O:5][C:6](=[O:22])[CH2:7][O:8][C:9]1[C:18]2[CH2:17][CH2:16][CH2:15][CH:14]([NH2:19])[C:13]=2[CH:12]=[C:11]([Cl:20])[C:10]=1[F:21])([CH3:4])([CH3:3])[CH3:2].[F:23][C:24]([F:40])([F:39])[C:25]1[CH:26]=[C:27]([S:35](Cl)(=[O:37])=[O:36])[CH:28]=[C:29]([C:31]([F:34])([F:33])[F:32])[CH:30]=1.C(N(C(C)C)CC)(C)C. (6) The reactants are: [S:1]1[C:5]2[CH:6]=[CH:7][CH:8]=[CH:9][C:4]=2[N:3]=[C:2]1[NH:10][C:11](=[O:22])[C:12]1[CH:17]=[CH:16][CH:15]=[C:14]([C:18]([F:21])([F:20])[F:19])[CH:13]=1.C(=O)([O-])[O-].[K+].[K+].Br[CH:30]([CH2:35][OH:36])[C:31]([O:33][CH3:34])=[O:32]. Given the product [OH:36][CH2:35][CH:30]([N:3]1[C:4]2[CH:9]=[CH:8][CH:7]=[CH:6][C:5]=2[S:1][C:2]1=[N:10][C:11](=[O:22])[C:12]1[CH:17]=[CH:16][CH:15]=[C:14]([C:18]([F:20])([F:19])[F:21])[CH:13]=1)[C:31]([O:33][CH3:34])=[O:32], predict the reactants needed to synthesize it.